From a dataset of NCI-60 drug combinations with 297,098 pairs across 59 cell lines. Regression. Given two drug SMILES strings and cell line genomic features, predict the synergy score measuring deviation from expected non-interaction effect. Drug 1: C1C(C(OC1N2C=NC3=C(N=C(N=C32)Cl)N)CO)O. Drug 2: CC(C)NC(=O)C1=CC=C(C=C1)CNNC.Cl. Cell line: HL-60(TB). Synergy scores: CSS=39.8, Synergy_ZIP=-2.20, Synergy_Bliss=-4.83, Synergy_Loewe=-35.3, Synergy_HSA=-5.22.